The task is: Regression/Classification. Given a drug SMILES string, predict its absorption, distribution, metabolism, or excretion properties. Task type varies by dataset: regression for continuous measurements (e.g., permeability, clearance, half-life) or binary classification for categorical outcomes (e.g., BBB penetration, CYP inhibition). Dataset: cyp1a2_veith.. This data is from CYP1A2 inhibition data for predicting drug metabolism from PubChem BioAssay. The drug is CCC(=S)/C=C1\Sc2ccc3ccccc3c2N1CCCS(=O)(=O)[O-].[Na+]. The result is 0 (non-inhibitor).